From a dataset of Reaction yield outcomes from USPTO patents with 853,638 reactions. Predict the reaction yield, written as a fraction of the theoretical maximum amount of product (1.0 means a 100% yield; for example, 0.34 means a 34% yield). (1) The yield is 0.920. The reactants are C([NH3+])(C)(C)C.[C:6]12([CH2:16][O:17][C:18]([C:20]([F:26])([F:25])[S:21]([O-:24])(=[O:23])=[O:22])=[O:19])[CH2:15][CH:10]3[CH2:11][CH:12]([CH2:14][CH:8]([CH2:9]3)[CH2:7]1)[CH2:13]2.O.[Br-].[C:29]1([S+:35]([C:42]2[CH:47]=[CH:46][CH:45]=[CH:44][CH:43]=2)[C:36]2[CH:41]=[CH:40][CH:39]=[CH:38][CH:37]=2)[CH:34]=[CH:33][CH:32]=[CH:31][CH:30]=1. The catalyst is C(Cl)(Cl)Cl. The product is [C:6]12([CH2:16][O:17][C:18]([C:20]([F:26])([F:25])[S:21]([O-:24])(=[O:22])=[O:23])=[O:19])[CH2:15][CH:10]3[CH2:9][CH:8]([CH2:14][CH:12]([CH2:11]3)[CH2:13]1)[CH2:7]2.[C:42]1([S+:35]([C:29]2[CH:30]=[CH:31][CH:32]=[CH:33][CH:34]=2)[C:36]2[CH:41]=[CH:40][CH:39]=[CH:38][CH:37]=2)[CH:43]=[CH:44][CH:45]=[CH:46][CH:47]=1. (2) The reactants are [C:1]([O:5][C:6]([NH:8][C@@H:9]([CH2:13][C:14]1[CH:19]=[CH:18][CH:17]=[CH:16][CH:15]=1)[C:10]([OH:12])=O)=[O:7])([CH3:4])([CH3:3])[CH3:2].C1CN([P+](ON2N=NC3C=CC=CC2=3)(N2CCCC2)N2CCCC2)CC1.F[P-](F)(F)(F)(F)F.CCN(C(C)C)C(C)C.[CH2:62]([N:69]1[CH2:74][CH2:73][NH:72][CH2:71][CH2:70]1)[C:63]1[CH:68]=[CH:67][CH:66]=[CH:65][CH:64]=1. The catalyst is CN(C=O)C.CCOC(C)=O. The product is [C:1]([O:5][C:6](=[O:7])[NH:8][C@@H:9]([CH2:13][C:14]1[CH:19]=[CH:18][CH:17]=[CH:16][CH:15]=1)[C:10]([N:72]1[CH2:73][CH2:74][N:69]([CH2:62][C:63]2[CH:64]=[CH:65][CH:66]=[CH:67][CH:68]=2)[CH2:70][CH2:71]1)=[O:12])([CH3:2])([CH3:3])[CH3:4]. The yield is 0.910. (3) The reactants are [C:1]([O:5][C:6]([N:8]1[CH2:12][CH2:11][CH2:10][C@H:9]1[C@H:13]([O:19][CH3:20])[C@@H:14]([CH3:18])[C:15]([OH:17])=O)=[O:7])([CH3:4])([CH3:3])[CH3:2].[F:21][C:22]1[CH:27]=[CH:26][CH:25]=[C:24]([F:28])[C:23]=1[CH2:29][CH2:30][NH2:31].F[P-](F)(F)(F)(F)F.N1(O[P+](N(C)C)(N(C)C)N(C)C)C2C=CC=CC=2N=N1.C(N(C(C)C)CC)(C)C. The catalyst is CN(C)C=O. The product is [F:21][C:22]1[CH:27]=[CH:26][CH:25]=[C:24]([F:28])[C:23]=1[CH2:29][CH2:30][NH:31][C:15](=[O:17])[C@H:14]([CH3:18])[C@H:13]([C@H:9]1[CH2:10][CH2:11][CH2:12][N:8]1[C:6]([O:5][C:1]([CH3:2])([CH3:3])[CH3:4])=[O:7])[O:19][CH3:20]. The yield is 0.640. (4) The reactants are [C:1]1([N:7]([C:17]2[CH:22]=[CH:21][CH:20]=[CH:19][CH:18]=2)[C:8]2[CH:13]=[CH:12][C:11](B(O)O)=[CH:10][CH:9]=2)[CH:6]=[CH:5][CH:4]=[CH:3][CH:2]=1.[Br:23][C:24]1[CH:29]=[N:28][C:27](Br)=[CH:26][N:25]=1.C([O-])([O-])=O.[K+].[K+]. The catalyst is O1CCOCC1.O.C1C=CC([P]([Pd]([P](C2C=CC=CC=2)(C2C=CC=CC=2)C2C=CC=CC=2)([P](C2C=CC=CC=2)(C2C=CC=CC=2)C2C=CC=CC=2)[P](C2C=CC=CC=2)(C2C=CC=CC=2)C2C=CC=CC=2)(C2C=CC=CC=2)C2C=CC=CC=2)=CC=1. The product is [Br:23][C:24]1[N:25]=[CH:26][C:27]([C:11]2[CH:12]=[CH:13][C:8]([N:7]([C:1]3[CH:6]=[CH:5][CH:4]=[CH:3][CH:2]=3)[C:17]3[CH:22]=[CH:21][CH:20]=[CH:19][CH:18]=3)=[CH:9][CH:10]=2)=[N:28][CH:29]=1. The yield is 0.682. (5) The reactants are C[Si]([N-][Si](C)(C)C)(C)C.[Na+].[Br:11][C:12]1[CH:19]=[CH:18][C:15]([CH2:16][OH:17])=[CH:14][CH:13]=1.[CH2:20]([O:22][CH:23]([O:26][CH2:27][CH3:28])[CH2:24]Br)[CH3:21].C(OCC)(=O)C. The catalyst is CN(C=O)C.O. The product is [Br:11][C:12]1[CH:19]=[CH:18][C:15]([CH2:16][O:17][CH2:24][CH:23]([O:26][CH2:27][CH3:28])[O:22][CH2:20][CH3:21])=[CH:14][CH:13]=1. The yield is 0.560. (6) The reactants are [CH:1]([O:14][C:15]1[C:24]2[N:23]=[CH:22][CH:21]=[N:20][C:19]=2[C:18]([O:25]C)=[C:17]2[C:27](=[O:39])[N:28]([CH2:31][C:32]3[CH:37]=[CH:36][C:35]([F:38])=[CH:34][CH:33]=3)[C:29](=[O:30])[C:16]=12)(C1C=CC=CC=1)C1C=CC=CC=1.C([SiH](CC)CC)C.FC(F)(F)C(O)=O. The catalyst is C(Cl)Cl. The product is [F:38][C:35]1[CH:34]=[CH:33][C:32]([CH2:31][N:28]2[C:27](=[O:39])[C:17]3[C:16](=[C:15]([O:14][CH3:1])[C:24]4[N:23]=[CH:22][CH:21]=[N:20][C:19]=4[C:18]=3[OH:25])[C:29]2=[O:30])=[CH:37][CH:36]=1. The yield is 0.670. (7) The reactants are [CH2:1]([S:8][C:9]1[CH:10]=[C:11]2[C:16](=[CH:17][CH:18]=1)[N:15]([C:19]1[C:24]([OH:25])=[CH:23][C:22]([C:26]3[CH:31]=[CH:30][CH:29]=[C:28]([F:32])[CH:27]=3)=[C:21]([F:33])[CH:20]=1)[C:14](=[O:34])[CH:13]=[CH:12]2)[C:2]1[CH:7]=[CH:6][CH:5]=[CH:4][CH:3]=1.C(=O)([O-])[O-].[K+].[K+].Br[CH2:42][C:43]#[N:44].O. The catalyst is CN(C=O)C. The product is [CH2:1]([S:8][C:9]1[CH:10]=[C:11]2[C:16](=[CH:17][CH:18]=1)[N:15]([C:19]1[CH:20]=[C:21]([F:33])[C:22]([C:26]3[CH:31]=[CH:30][CH:29]=[C:28]([F:32])[CH:27]=3)=[CH:23][C:24]=1[O:25][CH2:42][C:43]#[N:44])[C:14](=[O:34])[CH:13]=[CH:12]2)[C:2]1[CH:7]=[CH:6][CH:5]=[CH:4][CH:3]=1. The yield is 1.07. (8) The reactants are [Cl:1][C:2]1[CH:7]=[CH:6][C:5]([OH:8])=[CH:4][N:3]=1.Cl[C:10]1[C:19]2[C:14](=[CH:15][C:16]([O:22][CH3:23])=[C:17]([O:20][CH3:21])[CH:18]=2)[N:13]=[CH:12][CH:11]=1.O. The catalyst is CN(C)C1C=CN=CC=1.ClC1C=CC=CC=1Cl. The product is [Cl:1][C:2]1[N:3]=[CH:4][C:5]([O:8][C:10]2[C:19]3[C:14](=[CH:15][C:16]([O:22][CH3:23])=[C:17]([O:20][CH3:21])[CH:18]=3)[N:13]=[CH:12][CH:11]=2)=[CH:6][CH:7]=1. The yield is 0.670. (9) The reactants are [CH2:1]([OH:8])[C:2]1[CH:7]=[CH:6][CH:5]=[CH:4][CH:3]=1.[H-].[Na+].[CH2:11]([O:18][CH2:19][N:20]1[C:25](=[O:26])[C:24](Br)=[N:23][N:22]([CH2:28][C:29]([F:37])([F:36])[C:30]2[CH:35]=[CH:34][CH:33]=[CH:32][CH:31]=2)[C:21]1=[O:38])[C:12]1[CH:17]=[CH:16][CH:15]=[CH:14][CH:13]=1. The catalyst is CN(C=O)C. The product is [CH2:1]([O:8][C:24]1[C:25](=[O:26])[N:20]([CH2:19][O:18][CH2:11][C:12]2[CH:17]=[CH:16][CH:15]=[CH:14][CH:13]=2)[C:21](=[O:38])[N:22]([CH2:28][C:29]([F:36])([F:37])[C:30]2[CH:31]=[CH:32][CH:33]=[CH:34][CH:35]=2)[N:23]=1)[C:2]1[CH:7]=[CH:6][CH:5]=[CH:4][CH:3]=1. The yield is 0.590. (10) The product is [C:26]([O:14][C@@H:12]1[CH2:11][CH2:10][N:9]([C:19]([O:21][C:22]([CH3:25])([CH3:24])[CH3:23])=[O:20])[C@@H:8]([C:5]2[CH:6]=[CH:7][C:2]([F:1])=[CH:3][CH:4]=2)[CH2:13]1)(=[O:28])[CH3:27]. The yield is 0.490. The reactants are [F:1][C:2]1[CH:7]=[CH:6][C:5]([C@@H:8]2[CH2:13][C@H:12]([O:14]S(C)(=O)=O)[CH2:11][CH2:10][N:9]2[C:19]([O:21][C:22]([CH3:25])([CH3:24])[CH3:23])=[O:20])=[CH:4][CH:3]=1.[C:26]([O-])(=[O:28])[CH3:27].[Na+]. The catalyst is CS(C)=O.C(OCC)(=O)C.